Task: Predict the reactants needed to synthesize the given product.. Dataset: Full USPTO retrosynthesis dataset with 1.9M reactions from patents (1976-2016) (1) Given the product [Cl:8][C:6]1[CH:7]=[C:2]([C:15]2[C:11]([CH3:10])=[N:12][O:13][C:14]=2[CH3:19])[N:3]=[C:4]([CH3:9])[N:5]=1, predict the reactants needed to synthesize it. The reactants are: Cl[C:2]1[CH:7]=[C:6]([Cl:8])[N:5]=[C:4]([CH3:9])[N:3]=1.[CH3:10][C:11]1[C:15](B(O)O)=[C:14]([CH3:19])[O:13][N:12]=1.C1(P(C2C=CC=CC=2)C2C=CC=CC=2)C=CC=CC=1.C(=O)([O-])[O-].[Na+].[Na+]. (2) Given the product [CH3:16][C:17]1[CH:29]=[C:28]([CH2:30][N:31]([C:35]2[C:40]([CH3:41])=[C:39]([C:42]3[CH:43]=[CH:44][C:45]([CH3:48])=[CH:46][CH:47]=3)[N:38]=[CH:37][N:36]=2)[CH2:32][CH2:33][CH3:34])[CH:27]=[CH:26][C:18]=1[O:19][CH2:20][C:21]([O:23][CH2:24][CH3:25])=[O:22], predict the reactants needed to synthesize it. The reactants are: ClC1C(C)=C(C2C=CC(C)=CC=2)N=CN=1.[CH3:16][C:17]1[CH:29]=[C:28]([CH2:30][N:31]([C:35]2[C:40]([CH3:41])=[C:39]([C:42]3[CH:47]=[CH:46][C:45]([C:48](F)(F)F)=[CH:44][CH:43]=3)[N:38]=[CH:37][N:36]=2)[CH2:32][CH2:33][CH3:34])[CH:27]=[CH:26][C:18]=1[O:19][CH2:20][C:21]([O:23][CH2:24][CH3:25])=[O:22]. (3) Given the product [CH3:1][C:2]1[S:3][C:4]([C:8]2[CH:9]=[CH:10][C:11]([C@@H:14]([N:16]3[CH2:21][CH2:20][C@:19]([CH2:22][CH2:23][C:24]([NH2:34])=[O:25])([C:26]4[CH:27]=[CH:28][C:29]([F:32])=[CH:30][CH:31]=4)[O:18][C:17]3=[O:33])[CH3:15])=[CH:12][CH:13]=2)=[C:5]([CH3:7])[N:6]=1, predict the reactants needed to synthesize it. The reactants are: [CH3:1][C:2]1[S:3][C:4]([C:8]2[CH:13]=[CH:12][C:11]([C@@H:14]([N:16]3[CH2:21][CH2:20][C@@:19]([C:26]4[CH:31]=[CH:30][C:29]([F:32])=[CH:28][CH:27]=4)([CH2:22][CH2:23][CH2:24][OH:25])[O:18][C:17]3=[O:33])[CH3:15])=[CH:10][CH:9]=2)=[C:5]([CH3:7])[N:6]=1.[NH3:34]. (4) Given the product [CH3:35][C:36]1([CH2:39][CH2:40][C:41]([NH:2][CH2:3][C:4]2[CH:9]=[CH:8][C:7]([NH:10][C:11]([N:13]3[C@@H:19]4[CH2:20][N:16]([CH2:17][CH2:18]4)[C:15]4[CH:21]=[CH:22][C:23]([C:25]5[CH:30]=[CH:29][CH:28]=[C:27]([C:31]([F:34])([F:33])[F:32])[CH:26]=5)=[N:24][C:14]3=4)=[O:12])=[CH:6][CH:5]=2)=[O:42])[N:38]=[N:37]1, predict the reactants needed to synthesize it. The reactants are: Cl.[NH2:2][CH2:3][C:4]1[CH:9]=[CH:8][C:7]([NH:10][C:11]([N:13]2[C@@H:19]3[CH2:20][N:16]([CH2:17][CH2:18]3)[C:15]3[CH:21]=[CH:22][C:23]([C:25]4[CH:30]=[CH:29][CH:28]=[C:27]([C:31]([F:34])([F:33])[F:32])[CH:26]=4)=[N:24][C:14]2=3)=[O:12])=[CH:6][CH:5]=1.[CH3:35][C:36]1([CH2:39][CH2:40][C:41](ON2C(=O)CCC2=O)=[O:42])[N:38]=[N:37]1.C(N(CC)CC)C.C([O-])(O)=O.[Na+]. (5) Given the product [CH2:83]([N:79]([CH2:78][CH3:77])[C@H:80]([C:81]1[CH:14]=[CH:13][CH:12]=[CH:11][CH:10]=1)[C:82]([N:66]1[CH2:67][CH2:68][CH2:69][C@H:65]1[C:63]1[NH:64][C:60]([CH2:59][CH2:58][C:55]2[CH:54]=[CH:53][C:52]([CH2:51][CH2:50][C:48]3[N:49]=[C:45]([C@@H:41]4[CH2:42][CH2:43][CH2:44][N:40]4[C:29](=[O:30])[C@@H:28]([C:32]4[CH:37]=[CH:36][CH:35]=[CH:34][CH:33]=4)[N:27]([CH2:38][CH3:39])[CH2:25][CH3:26])[NH:46][CH:47]=3)=[CH:57][CH:56]=2)=[CH:61][N:62]=1)=[O:71])[CH3:85], predict the reactants needed to synthesize it. The reactants are: CN(C(ON1N=N[C:11]2[CH:12]=[CH:13][CH:14]=N[C:10]1=2)=[N+](C)C)C.F[P-](F)(F)(F)(F)F.[CH2:25]([N:27]([CH2:38][CH3:39])[C@H:28]([C:32]1[CH:37]=[CH:36][CH:35]=[CH:34][CH:33]=1)[C:29](O)=[O:30])[CH3:26].[NH:40]1[CH2:44][CH2:43][CH2:42][C@H:41]1[C:45]1[NH:46][CH:47]=[C:48]([CH2:50][CH2:51][C:52]2[CH:57]=[CH:56][C:55]([CH2:58][CH2:59][C:60]3[NH:64][C:63]([C@@H:65]4[CH2:69][CH2:68][CH2:67][NH:66]4)=[N:62][CH:61]=3)=[CH:54][CH:53]=2)[N:49]=1.C(O)(C(F)(F)F)=[O:71].[CH3:77][CH2:78][N:79]([CH:83]([CH3:85])C)[CH:80]([CH3:82])[CH3:81]. (6) Given the product [CH3:1][C:2]1[S:3][CH:4]=[C:5]([NH:7][C:8]([C:10]2[C:15]([NH:16][C:19]3[CH:20]=[N:21][CH:22]=[N:23][CH:24]=3)=[CH:14][CH:13]=[C:12]([CH3:17])[N:11]=2)=[O:9])[N:6]=1, predict the reactants needed to synthesize it. The reactants are: [CH3:1][C:2]1[S:3][CH:4]=[C:5]([NH:7][C:8]([C:10]2[C:15]([NH2:16])=[CH:14][CH:13]=[C:12]([CH3:17])[N:11]=2)=[O:9])[N:6]=1.Br[C:19]1[CH:20]=[N:21][CH:22]=[N:23][CH:24]=1. (7) Given the product [CH3:1][C:2]1[NH:6][C:5]([C:7]2[CH:8]=[CH:9][C:10]([C:13]([F:16])([F:15])[F:14])=[CH:11][CH:12]=2)=[N:4][C:3]=1[CH:17]=[O:18], predict the reactants needed to synthesize it. The reactants are: [CH3:1][C:2]1[NH:6][C:5]([C:7]2[CH:12]=[CH:11][C:10]([C:13]([F:16])([F:15])[F:14])=[CH:9][CH:8]=2)=[N:4][C:3]=1[CH2:17][OH:18]. (8) Given the product [OH:18][CH:19]1[CH2:22][N:21]([C:23]2[S:24][CH:25]=[C:26]([C:28](=[O:52])[NH:29][C@H:30]([CH2:33][OH:34])[CH2:31][CH3:32])[N:27]=2)[CH2:20]1, predict the reactants needed to synthesize it. The reactants are: [Si]([O:18][CH:19]1[CH2:22][N:21]([C:23]2[S:24][CH:25]=[C:26]([C:28](=[O:52])[NH:29][C@H:30]([CH2:33][O:34][Si](C(C)(C)C)(C3C=CC=CC=3)C3C=CC=CC=3)[CH2:31][CH3:32])[N:27]=2)[CH2:20]1)(C(C)(C)C)(C1C=CC=CC=1)C1C=CC=CC=1.[F-].C([N+](CCCC)(CCCC)CCCC)CCC.